This data is from Forward reaction prediction with 1.9M reactions from USPTO patents (1976-2016). The task is: Predict the product of the given reaction. Given the reactants [F:1][C:2]1[CH:10]=[C:9]2[C:5]([C:6]([C:20]3[CH:21]=[N:22][N:23]([CH2:25][CH:26]4[CH2:31]CN(C(OC(C)(C)C)=O)C[CH2:27]4)[CH:24]=3)=[CH:7][N:8]2[S:11]([C:14]2[CH:19]=[CH:18][CH:17]=[CH:16][CH:15]=2)(=[O:13])=[O:12])=[CH:4][CH:3]=1.FC1C=C2C(=CC=1F)NC=C2C1C=NN(CC2CCNCC2)C=1.CS(OCC1C[CH2:72][O:71][CH2:70]C1)(=O)=O, predict the reaction product. The product is: [F:1][C:2]1[CH:10]=[C:9]2[C:5]([C:6]([C:20]3[CH:21]=[N:22][N:23]([CH2:25][CH:26]4[CH2:27][CH2:72][O:71][CH2:70][CH2:31]4)[CH:24]=3)=[CH:7][N:8]2[S:11]([C:14]2[CH:15]=[CH:16][CH:17]=[CH:18][CH:19]=2)(=[O:12])=[O:13])=[CH:4][CH:3]=1.